Dataset: Acute oral toxicity (LD50) regression data from Zhu et al.. Task: Regression/Classification. Given a drug SMILES string, predict its toxicity properties. Task type varies by dataset: regression for continuous values (e.g., LD50, hERG inhibition percentage) or binary classification for toxic/non-toxic outcomes (e.g., AMES mutagenicity, cardiotoxicity, hepatotoxicity). Dataset: ld50_zhu. (1) The molecule is CN(C)CCOc1ccc(C(=C(CCCl)c2ccccc2)c2ccccc2)cc1. The rat oral LD50 is 2.38, given as -log10 of the dose in mol/kg body weight (higher means more acutely toxic). (2) The molecule is CN(C)C1CCCCC1. The rat oral LD50 is 2.56, given as -log10 of the dose in mol/kg body weight (higher means more acutely toxic). (3) The drug is CCCC=C(CC)[N+](=O)[O-]. The rat oral LD50 is 2.36, given as -log10 of the dose in mol/kg body weight (higher means more acutely toxic). (4) The molecule is OCC1CO1. The rat oral LD50 is 2.25, given as -log10 of the dose in mol/kg body weight (higher means more acutely toxic). (5) The drug is O=C1c2ccccc2C(=O)N1SC(Cl)(Cl)Cl. The rat oral LD50 is 1.59, given as -log10 of the dose in mol/kg body weight (higher means more acutely toxic). (6) The molecule is COC(F)(F)C(F)Cl. The rat oral LD50 is 1.46, given as -log10 of the dose in mol/kg body weight (higher means more acutely toxic). (7) The molecule is CON(C)C(=O)Nc1ccc(Br)c(Cl)c1. The rat oral LD50 is 2.13, given as -log10 of the dose in mol/kg body weight (higher means more acutely toxic). (8) The molecule is CN(C)CCN1C(=O)c2ccccc2N(C)c2ccccc21. The rat oral LD50 is 3.13, given as -log10 of the dose in mol/kg body weight (higher means more acutely toxic).